Predict the product of the given reaction. From a dataset of Forward reaction prediction with 1.9M reactions from USPTO patents (1976-2016). Given the reactants [Cl:1][C:2]1[CH:7]=[CH:6][C:5]([C:8]([C:31]2[CH:36]=[CH:35][C:34]([Cl:37])=[CH:33][CH:32]=2)([C:10]2[CH:11]=[C:12]3[C:17](=[CH:18][CH:19]=2)[N:16]=[CH:15][N:14]=[C:13]3[NH:20][C:21]2[CH:26]=[CH:25][C:24]([C:27]([F:30])([F:29])[F:28])=[CH:23][CH:22]=2)O)=[CH:4][CH:3]=1.[SiH](CC)(CC)CC.FC(F)(F)C(O)=O, predict the reaction product. The product is: [Cl:37][C:34]1[CH:33]=[CH:32][C:31]([CH:8]([C:5]2[CH:4]=[CH:3][C:2]([Cl:1])=[CH:7][CH:6]=2)[C:10]2[CH:11]=[C:12]3[C:17](=[CH:18][CH:19]=2)[N:16]=[CH:15][N:14]=[C:13]3[NH:20][C:21]2[CH:26]=[CH:25][C:24]([C:27]([F:30])([F:28])[F:29])=[CH:23][CH:22]=2)=[CH:36][CH:35]=1.